From a dataset of Reaction yield outcomes from USPTO patents with 853,638 reactions. Predict the reaction yield, written as a fraction of the theoretical maximum amount of product (1.0 means a 100% yield; for example, 0.34 means a 34% yield). (1) The reactants are C([O:3][C:4]([CH:6]1[CH2:15][CH2:14][C:9]2([O:13][CH2:12][CH2:11][O:10]2)[CH2:8][CH2:7]1)=O)C.[H-].[Al+3].[Li+].[H-].[H-].[H-]. The catalyst is O1CCCC1. The product is [O:10]1[C:9]2([CH2:14][CH2:15][CH:6]([CH2:4][OH:3])[CH2:7][CH2:8]2)[O:13][CH2:12][CH2:11]1. The yield is 0.999. (2) The catalyst is CN(C=O)C. The yield is 0.580. The reactants are Cl.[Cl:2][C:3]1[CH:4]=[C:5]2[C:9](=[CH:10][CH:11]=1)[NH:8][CH:7]=[C:6]2[CH2:12][CH2:13][NH2:14].[OH:15][CH2:16][C@@H:17]([NH:25][C:26](=[O:30])[C:27](O)=[O:28])[CH2:18][C:19]1[CH:24]=[CH:23][CH:22]=[CH:21][CH:20]=1.CN(C(ON1N=NC2C=CC=NC1=2)=[N+](C)C)C.F[P-](F)(F)(F)(F)F.C(N(CC)C(C)C)(C)C. The product is [Cl:2][C:3]1[CH:4]=[C:5]2[C:9](=[CH:10][CH:11]=1)[NH:8][CH:7]=[C:6]2[CH2:12][CH2:13][NH:14][C:27](=[O:28])[C:26]([NH:25][C@@H:17]([CH2:18][C:19]1[CH:20]=[CH:21][CH:22]=[CH:23][CH:24]=1)[CH2:16][OH:15])=[O:30]. (3) The reactants are [Cl:1][C:2]1[CH:3]=[C:4]([CH:9]=[CH:10][C:11]=1[OH:12])[C:5]([O:7]C)=O.[CH2:13]([Mg]Br)[CH3:14].[CH2:17]1COC[CH2:18]1. The catalyst is C1COCC1. The product is [Cl:1][C:2]1[CH:3]=[C:4]([C:5]([OH:7])([CH2:13][CH3:14])[CH2:17][CH3:18])[CH:9]=[CH:10][C:11]=1[OH:12]. The yield is 0.990. (4) The reactants are Br[C:2]1[CH:7]=[CH:6][CH:5]=[CH:4][N:3]=1.[Li]CCCC.Br[C:14]1[CH:15]=[C:16]([CH:19]=[CH:20][CH:21]=1)[CH:17]=[O:18].Cl. The catalyst is [Cl-].[Cl-].[Zn+2].C1C=CC([P]([Pd]([P](C2C=CC=CC=2)(C2C=CC=CC=2)C2C=CC=CC=2)([P](C2C=CC=CC=2)(C2C=CC=CC=2)C2C=CC=CC=2)[P](C2C=CC=CC=2)(C2C=CC=CC=2)C2C=CC=CC=2)(C2C=CC=CC=2)C2C=CC=CC=2)=CC=1.C1COCC1. The product is [N:3]1[CH:4]=[CH:5][CH:6]=[CH:7][C:2]=1[C:14]1[CH:15]=[C:16]([CH:19]=[CH:20][CH:21]=1)[CH:17]=[O:18]. The yield is 0.380. (5) The reactants are [Cl:1][C:2]1[N:7]=[N:6][C:5]([O:8][C:9]2[CH:14]=[CH:13][CH:12]=[CH:11][C:10]=2[CH3:15])=[C:4]([OH:16])[CH:3]=1.ClC1C=CC=C(C(OO)=[O:25])C=1.S([O-])([O-])=O.[Na+].[Na+]. The catalyst is C(Cl)Cl. The product is [Cl:1][C:2]1[N+:7]([O-:25])=[N:6][C:5]([O:8][C:9]2[CH:14]=[CH:13][CH:12]=[CH:11][C:10]=2[CH3:15])=[C:4]([OH:16])[CH:3]=1. The yield is 0.226. (6) The reactants are [C:1]([C:5]1[N:10]=[C:9](Cl)[C:8]([C:12]([O:14][CH3:15])=[O:13])=[CH:7][N:6]=1)([CH3:4])([CH3:3])[CH3:2].[CH3:16][N:17]1[C:25]2[C:20](=[CH:21][C:22](B(O)O)=[CH:23][CH:24]=2)[CH:19]=[CH:18]1. No catalyst specified. The product is [C:1]([C:5]1[N:10]=[C:9]([C:22]2[CH:21]=[C:20]3[C:25](=[CH:24][CH:23]=2)[N:17]([CH3:16])[CH:18]=[CH:19]3)[C:8]([C:12]([O:14][CH3:15])=[O:13])=[CH:7][N:6]=1)([CH3:4])([CH3:3])[CH3:2]. The yield is 0.740. (7) The reactants are [CH3:1][C:2]([C:5]1[C:10]([C:11]2[CH:16]=[C:15]([O:17][CH3:18])[CH:14]=[CH:13][C:12]=2[F:19])=[CH:9][C:8]([CH2:20][O:21][C:22]2[CH:27]=[CH:26][C:25]([C@H:28](/[CH:35]=[CH:36]/[CH3:37])[CH2:29][C:30]([O:32]CC)=[O:31])=[CH:24][CH:23]=2)=[CH:7][CH:6]=1)([CH3:4])[CH3:3].C1COCC1.CCO.[OH-].[Li+]. No catalyst specified. The product is [CH3:4][C:2]([C:5]1[C:10]([C:11]2[CH:16]=[C:15]([O:17][CH3:18])[CH:14]=[CH:13][C:12]=2[F:19])=[CH:9][C:8]([CH2:20][O:21][C:22]2[CH:23]=[CH:24][C:25]([C@H:28](/[CH:35]=[CH:36]/[CH3:37])[CH2:29][C:30]([OH:32])=[O:31])=[CH:26][CH:27]=2)=[CH:7][CH:6]=1)([CH3:1])[CH3:3]. The yield is 0.940. (8) The reactants are [O-][O-].[Mg+2].[C:4]1([C:10]2[C:19]3[C:14](=[CH:15][CH:16]=[CH:17][CH:18]=3)[CH:13]([CH3:20])[CH2:12][N:11]=2)[CH:9]=[CH:8][CH:7]=[CH:6][CH:5]=1. The catalyst is C1C=CC=CC=1. The product is [C:4]1([C:10]2[C:19]3[C:14](=[CH:15][CH:16]=[CH:17][CH:18]=3)[C:13]([CH3:20])=[CH:12][N:11]=2)[CH:5]=[CH:6][CH:7]=[CH:8][CH:9]=1. The yield is 0.420. (9) The reactants are [CH2:1]([N:4]1[C:10]2[C:11]([NH2:15])=[CH:12][CH:13]=[CH:14][C:9]=2[C:8](=[O:16])[NH:7][CH2:6][CH2:5]1)[CH:2]=[CH2:3].Cl[C:18]1[N:23]=[C:22]([NH:24][C:25]2[CH:34]=[CH:33][CH:32]=[CH:31][C:26]=2[C:27]([NH:29][CH3:30])=[O:28])[C:21]([Cl:35])=[CH:20][N:19]=1.Cl. The catalyst is C(O)(C)C.O1CCOCC1.C(Cl)Cl. The product is [CH2:1]([N:4]1[C:10]2[C:11]([NH:15][C:18]3[N:23]=[C:22]([NH:24][C:25]4[CH:34]=[CH:33][CH:32]=[CH:31][C:26]=4[C:27]([NH:29][CH3:30])=[O:28])[C:21]([Cl:35])=[CH:20][N:19]=3)=[CH:12][CH:13]=[CH:14][C:9]=2[C:8](=[O:16])[NH:7][CH2:6][CH2:5]1)[CH:2]=[CH2:3]. The yield is 0.0300. (10) The reactants are O[CH2:2][C@H:3]([NH:5]C(=O)OC(C)(C)C)[CH3:4].[Cl:13][C:14]1[CH:34]=[CH:33][CH:32]=[CH:31][C:15]=1[CH2:16][CH2:17][NH:18][S:19]([C:22]1[CH:27]=[CH:26][CH:25]=[CH:24][C:23]=1[N+:28]([O-:30])=[O:29])(=[O:21])=[O:20].C1(P(C2C=CC=CC=2)C2C=CC=CC=2)C=CC=CC=1.N(C(OC(C)C)=O)=NC(OC(C)C)=O. The catalyst is O1CCCC1. The product is [NH2:5][C@H:3]([CH3:4])[CH2:2][N:18]([CH2:17][CH2:16][C:15]1[CH:31]=[CH:32][CH:33]=[CH:34][C:14]=1[Cl:13])[S:19]([C:22]1[CH:27]=[CH:26][CH:25]=[CH:24][C:23]=1[N+:28]([O-:30])=[O:29])(=[O:21])=[O:20]. The yield is 0.230.